Task: Predict the product of the given reaction.. Dataset: Forward reaction prediction with 1.9M reactions from USPTO patents (1976-2016) (1) Given the reactants Br.[NH2:2][C:3]1[S:4][CH:5]=[C:6]([CH2:8][CH2:9][N:10]2C(=O)C3C(=CC=CC=3)C2=O)[N:7]=1.Br, predict the reaction product. The product is: [NH2:10][CH2:9][CH2:8][C:6]1[N:7]=[C:3]([NH2:2])[S:4][CH:5]=1. (2) The product is: [NH2:1][C:2]1[CH:18]=[CH:17][C:5]([O:6][C:7]2[CH:8]=[N:9][CH:10]=[C:11]([CH:16]=2)[C:12]([NH:14][CH3:15])=[O:13])=[C:4]([F:37])[CH:3]=1. Given the reactants [NH2:1][C:2]1[CH:18]=[CH:17][C:5]([O:6][C:7]2[CH:8]=[N:9][CH:10]=[C:11]([CH:16]=2)[C:12]([NH:14][CH3:15])=[O:13])=[CH:4][C:3]=1F.COC(=O)C1C=C(OC2C=CC(N)=C([F:37])C=2)C=NC=1, predict the reaction product. (3) Given the reactants [H-].[Al+3].[Li+].[H-].[H-].[H-].C(C[C:11]1[C:16]([C:17]2[CH:22]=[CH:21][CH:20]=[CH:19][C:18]=2[CH3:23])=[CH:15][CH:14]=[C:13]([C:24]2[CH:29]=[CH:28][CH:27]=[CH:26][C:25]=2[CH3:30])C=1CC(O)=O)(O)=O.[C:35](=[O:37])=O.C([O:41][CH2:42][CH3:43])(=O)C, predict the reaction product. The product is: [OH:41][CH2:42][C:43]1[C:13]([C:24]2[CH:29]=[CH:28][CH:27]=[CH:26][C:25]=2[CH3:30])=[CH:14][CH:15]=[C:16]([C:17]2[CH:22]=[CH:21][CH:20]=[CH:19][C:18]=2[CH3:23])[C:11]=1[CH2:35][OH:37]. (4) Given the reactants C([O:4][CH2:5][C:6]([N:8]1[CH2:13][CH2:12][CH2:11][CH:10]([O:14][C:15]2[CH:16]=[C:17]3[C:22](=[CH:23][C:24]=2[O:25][CH3:26])[N:21]=[CH:20][N:19]=[C:18]3[NH:27][C:28]2[CH:33]=[CH:32][CH:31]=[C:30]([Cl:34])[C:29]=2[F:35])[CH2:9]1)=[O:7])(=O)C.C(=O)([O-])[O-].[K+].[K+], predict the reaction product. The product is: [Cl:34][C:30]1[C:29]([F:35])=[C:28]([CH:33]=[CH:32][CH:31]=1)[NH:27][C:18]1[C:17]2[C:22](=[CH:23][C:24]([O:25][CH3:26])=[C:15]([O:14][CH:10]3[CH2:11][CH2:12][CH2:13][N:8]([C:6](=[O:7])[CH2:5][OH:4])[CH2:9]3)[CH:16]=2)[N:21]=[CH:20][N:19]=1. (5) Given the reactants [Br:1][CH2:2][CH2:3][OH:4].CCN(CC)CC.[C:12](Cl)([C:25]1[CH:30]=[CH:29][CH:28]=[CH:27][CH:26]=1)([C:19]1[CH:24]=[CH:23][CH:22]=[CH:21][CH:20]=1)[C:13]1[CH:18]=[CH:17][CH:16]=[CH:15][CH:14]=1, predict the reaction product. The product is: [Br:1][CH2:2][CH2:3][O:4][C:12]([C:13]1[CH:18]=[CH:17][CH:16]=[CH:15][CH:14]=1)([C:25]1[CH:26]=[CH:27][CH:28]=[CH:29][CH:30]=1)[C:19]1[CH:20]=[CH:21][CH:22]=[CH:23][CH:24]=1. (6) Given the reactants Br[C:2]1[S:3][CH:4]=[C:5]([C:7]2[CH:12]=[CH:11][C:10]([NH:13][S:14]([C:17]([F:20])([F:19])[F:18])(=[O:16])=[O:15])=[CH:9][C:8]=2[Cl:21])[N:6]=1.[N:22]1([C:28]2[CH:29]=[C:30](B(O)O)[CH:31]=[CH:32][CH:33]=2)[CH2:27][CH2:26][CH2:25][CH2:24][CH2:23]1.C(=O)([O-])[O-].[Na+].[Na+].CC1(C)C2C(=C(P(C3C=CC=CC=3)C3C=CC=CC=3)C=CC=2)OC2C(P(C3C=CC=CC=3)C3C=CC=CC=3)=CC=CC1=2, predict the reaction product. The product is: [Cl:21][C:8]1[CH:9]=[C:10]([NH:13][S:14]([C:17]([F:20])([F:19])[F:18])(=[O:16])=[O:15])[CH:11]=[CH:12][C:7]=1[C:5]1[N:6]=[C:2]([C:30]2[CH:31]=[CH:32][CH:33]=[C:28]([N:22]3[CH2:23][CH2:24][CH2:25][CH2:26][CH2:27]3)[CH:29]=2)[S:3][CH:4]=1.